From a dataset of Reaction yield outcomes from USPTO patents with 853,638 reactions. Predict the reaction yield, written as a fraction of the theoretical maximum amount of product (1.0 means a 100% yield; for example, 0.34 means a 34% yield). (1) The reactants are [F:1][C:2]([F:18])([F:17])[O:3][C:4]1[CH:5]=[CH:6][C:7]2[O:12][CH:11]([C:13]([OH:15])=O)[CH2:10][NH:9][C:8]=2[CH:16]=1.[Br:19][C:20]1[CH:26]=[C:25]([CH3:27])[CH:24]=[CH:23][C:21]=1[NH2:22].N1C=CC=CC=1.C(P1(=O)OP(CCC)(=O)OP(CCC)(=O)O1)CC. The catalyst is CC1CCCO1. The product is [Br:19][C:20]1[CH:26]=[C:25]([CH3:27])[CH:24]=[CH:23][C:21]=1[NH:22][C:13]([CH:11]1[O:12][C:7]2[CH:6]=[CH:5][C:4]([O:3][C:2]([F:1])([F:18])[F:17])=[CH:16][C:8]=2[NH:9][CH2:10]1)=[O:15]. The yield is 0.760. (2) The reactants are [NH2:1][C:2]1[CH:11]=[CH:10][C:9]([O:12][CH2:13][CH2:14][O:15][CH3:16])=[CH:8][C:3]=1[C:4](OC)=[O:5].Cl.[CH:18](N)=[NH:19]. The catalyst is CCO. The product is [OH:5][C:4]1[C:3]2[C:2](=[CH:11][CH:10]=[C:9]([O:12][CH2:13][CH2:14][O:15][CH3:16])[CH:8]=2)[N:1]=[CH:18][N:19]=1. The yield is 0.950. (3) The reactants are [Br:1][C:2]1[CH:3]=[C:4]([C:8](=NNC(N)=S)[C:9]2[CH:14]=[CH:13][CH:12]=[C:11]([Br:15])[CH:10]=2)[CH:5]=[CH:6][CH:7]=1.C[OH:22].NNC(N)=S. The catalyst is CC(O)=O. The product is [Br:1][C:2]1[CH:3]=[C:4]([C:8]([C:9]2[CH:14]=[CH:13][CH:12]=[C:11]([Br:15])[CH:10]=2)=[O:22])[CH:5]=[CH:6][CH:7]=1. The yield is 0.180. (4) The reactants are [CH3:1][CH:2]([CH2:9][O:10][C:11]1[CH:16]=[CH:15][C:14]([C:17]([F:20])([F:19])[F:18])=[CH:13][C:12]=1[O:21][C:22]1[CH:27]=[CH:26][CH:25]=[CH:24][CH:23]=1)[CH2:3][O:4]S(C)(=O)=O.C([O:30][C:31](=[O:43])[C:32]([O:35][C:36]1[CH:41]=[CH:40][C:39](O)=[CH:38][CH:37]=1)([CH3:34])[CH3:33])C. No catalyst specified. The product is [CH3:34][C:32]([O:35][C:36]1[CH:41]=[CH:40][C:39]([O:4][CH2:3][CH:2]([CH3:1])[CH2:9][O:10][C:11]2[CH:16]=[CH:15][C:14]([C:17]([F:20])([F:19])[F:18])=[CH:13][C:12]=2[O:21][C:22]2[CH:27]=[CH:26][CH:25]=[CH:24][CH:23]=2)=[CH:38][CH:37]=1)([CH3:33])[C:31]([OH:43])=[O:30]. The yield is 0.370.